Predict the product of the given reaction. From a dataset of Forward reaction prediction with 1.9M reactions from USPTO patents (1976-2016). Given the reactants [CH3:1][O:2][C:3](=[O:12])[C:4]1[CH:9]=[C:8]([NH2:10])[CH:7]=[CH:6][C:5]=1[OH:11].Cl.Cl[CH2:15][CH2:16][N:17]1[CH2:21][CH2:20][CH2:19][CH2:18]1.C(=O)([O-])[O-].[Cs+].[Cs+], predict the reaction product. The product is: [CH3:1][O:2][C:3](=[O:12])[C:4]1[CH:9]=[C:8]([NH2:10])[CH:7]=[CH:6][C:5]=1[O:11][CH2:15][CH2:16][N:17]1[CH2:21][CH2:20][CH2:19][CH2:18]1.